This data is from Reaction yield outcomes from USPTO patents with 853,638 reactions. The task is: Predict the reaction yield, written as a fraction of the theoretical maximum amount of product (1.0 means a 100% yield; for example, 0.34 means a 34% yield). (1) The reactants are C([O:5][P:6]([O:13][CH2:14][C:15]([NH:18][C:19]([C:21]1[CH:26]=[CH:25][C:24]([S:27][C:28]2[CH:33]=[CH:32][C:31]([NH:34]C(=O)OC(C)(C)C)=[CH:30][CH:29]=2)=[C:23]([NH:42][C:43]2[C:44]3[CH:52]=[CH:51][C:50]([CH:53]([CH3:55])[CH3:54])=[N:49][C:45]=3[N:46]=[CH:47][N:48]=2)[CH:22]=1)=[O:20])([CH3:17])[CH3:16])([O:8]C(C)(C)C)=[O:7])(C)(C)C.FC(F)(F)C(O)=O.C(=O)([O-])O.[Na+:67]. The catalyst is ClCCl. The product is [P:6]([O-:7])([O-:8])([O:13][CH2:14][C:15]([NH:18][C:19](=[O:20])[C:21]1[CH:26]=[CH:25][C:24]([S:27][C:28]2[CH:29]=[CH:30][C:31]([NH2:34])=[CH:32][CH:33]=2)=[C:23]([NH:42][C:43]2[C:44]3[CH:52]=[CH:51][C:50]([CH:53]([CH3:54])[CH3:55])=[N:49][C:45]=3[N:46]=[CH:47][N:48]=2)[CH:22]=1)([CH3:17])[CH3:16])=[O:5].[Na+:67].[Na+:67]. The yield is 0.880. (2) The reactants are [CH3:1][C:2]1[CH:7]=[C:6]([CH3:8])[NH:5][C:4](=[O:9])[C:3]=1[CH2:10][NH:11][C:12]([C:14]1[C:22]2[C:17](=[CH:18][CH:19]=[CH:20][CH:21]=2)[NH:16][C:15]=1[CH3:23])=[O:13].[H-].[Na+].Br[CH:27]([C:29]1[CH:34]=[CH:33][C:32]([F:35])=[CH:31][CH:30]=1)[CH3:28]. The catalyst is CN(C=O)C. The product is [CH3:1][C:2]1[CH:7]=[C:6]([CH3:8])[NH:5][C:4](=[O:9])[C:3]=1[CH2:10][NH:11][C:12]([C:14]1[C:22]2[C:17](=[CH:18][CH:19]=[CH:20][CH:21]=2)[N:16]([CH:27]([C:29]2[CH:34]=[CH:33][C:32]([F:35])=[CH:31][CH:30]=2)[CH3:28])[C:15]=1[CH3:23])=[O:13]. The yield is 0.0300. (3) The reactants are [CH3:1][N:2]([CH3:9])[CH:3]1[CH2:8][CH2:7][NH:6][CH2:5][CH2:4]1.[NH2:10][C:11]1[N:12]=[CH:13][C:14]([C:26]2[CH:34]=[CH:33][C:29]([C:30](O)=[O:31])=[CH:28][CH:27]=2)=[N:15][C:16]=1[C:17](=[O:25])[NH:18][C:19]1[CH:24]=[CH:23][CH:22]=[CH:21][CH:20]=1.C1N=CN(C(N2C=NC=C2)=O)C=1.CCN(C(C)C)C(C)C. The catalyst is CN(C1C=CN=CC=1)C.CS(C)=O. The product is [NH2:10][C:11]1[C:16]([C:17]([NH:18][C:19]2[CH:20]=[CH:21][CH:22]=[CH:23][CH:24]=2)=[O:25])=[N:15][C:14]([C:26]2[CH:27]=[CH:28][C:29]([C:30]([N:6]3[CH2:7][CH2:8][CH:3]([N:2]([CH3:9])[CH3:1])[CH2:4][CH2:5]3)=[O:31])=[CH:33][CH:34]=2)=[CH:13][N:12]=1. The yield is 0.800. (4) The reactants are [N:1]([C:4]1[C:9]([F:10])=[C:8]([Cl:11])[CH:7]=[CH:6][C:5]=1[F:12])=[N+:2]=[N-:3].Cl[C:14]1C(F)=C(C(F)=C[CH:20]=1)N.N([O-])=O.[Na+].[N-]=[N+]=[N-].[Na+].[C:31]([OH:37])([C:33](F)(F)F)=[O:32]. The catalyst is O. The product is [Cl:11][C:8]1[C:9]([F:10])=[C:4]([N:1]2[C:14]([CH3:20])=[C:33]([C:31]([OH:37])=[O:32])[N:3]=[N:2]2)[C:5]([F:12])=[CH:6][CH:7]=1. The yield is 0.560. (5) The yield is 0.860. The reactants are [C:1]([C:3]1[CH:8]=[CH:7][N:6]=[CH:5][C:4]=1[CH3:9])#[CH:2].[O:10](C)[S:11]([C:14]([F:17])([F:16])[F:15])(=[O:13])=[O:12].[CH3:19]COCC. The product is [F:15][C:14]([F:17])([F:16])[S:11]([O-:13])(=[O:12])=[O:10].[C:1]([C:3]1[CH:8]=[CH:7][N+:6]([CH3:19])=[CH:5][C:4]=1[CH3:9])#[CH:2]. The catalyst is C(Cl)Cl. (6) The reactants are [CH3:1][C:2]1[N:7]([CH2:8][C:9]2[S:10][C:11]([C:14]([F:17])([F:16])[F:15])=[CH:12][CH:13]=2)[C:6](=[O:18])[N:5]=[C:4]([N:19]2[CH2:24][CH2:23][NH:22][CH2:21][CH2:20]2)[N:3]=1.[C:25]12([C:35](=[O:38])[CH2:36]Br)[CH2:34][CH:29]3[CH2:30][CH:31]([CH2:33][CH:27]([CH2:28]3)[CH2:26]1)[CH2:32]2.C(=O)([O-])[O-].[K+].[K+].[I-].[Na+].C(=O)(O)[O-].[Na+]. The catalyst is C(#N)C. The product is [C:25]12([C:35](=[O:38])[CH2:36][N:22]3[CH2:23][CH2:24][N:19]([C:4]4[N:3]=[C:2]([CH3:1])[N:7]([CH2:8][C:9]5[S:10][C:11]([C:14]([F:17])([F:16])[F:15])=[CH:12][CH:13]=5)[C:6](=[O:18])[N:5]=4)[CH2:20][CH2:21]3)[CH2:32][CH:31]3[CH2:30][CH:29]([CH2:28][CH:27]([CH2:33]3)[CH2:26]1)[CH2:34]2. The yield is 0.490. (7) The reactants are [CH3:1][C:2]1[C:7]2[CH:8]([C:11]3[CH:16]=[CH:15][CH:14]=[CH:13][CH:12]=3)[CH2:9][O:10][C:6]=2[C:5]([CH3:17])=[C:4]([CH3:18])[C:3]=1[NH2:19].C([O:23][CH2:24][CH3:25])(=O)C. No catalyst specified. The product is [CH3:1][C:2]([CH3:7])([CH3:3])[CH2:25][C:24]([NH:19][C:3]1[C:4]([CH3:18])=[C:5]([CH3:17])[C:6]2[O:10][CH2:9][CH:8]([C:11]3[CH:16]=[CH:15][CH:14]=[CH:13][CH:12]=3)[C:7]=2[C:2]=1[CH3:1])=[O:23]. The yield is 0.500.